Task: Predict the reactants needed to synthesize the given product.. Dataset: Retrosynthesis with 50K atom-mapped reactions and 10 reaction types from USPTO (1) The reactants are: N[C@H](C(=O)O)c1ccc(F)cc1. Given the product N[C@H](CO)c1ccc(F)cc1, predict the reactants needed to synthesize it. (2) Given the product CCCCCCCCCCCCCCCCOC(CSC)C(O)CCCCCCCCCCCCCCCC, predict the reactants needed to synthesize it. The reactants are: CCCCCCCCCCCCCCCCOC(CBr)C(O)CCCCCCCCCCCCCCCC.C[S-]. (3) Given the product O=C(Nc1ccc2[nH]ncc2c1)OCc1ccccc1, predict the reactants needed to synthesize it. The reactants are: Nc1ccc2[nH]ncc2c1.O=C(Cl)OCc1ccccc1. (4) Given the product COCCN1C(=O)c2ccccc2C(C(=O)Nc2ccc(C(=O)N(C)C)cc2)C1c1cccs1, predict the reactants needed to synthesize it. The reactants are: CNC.COCCN1C(=O)c2ccccc2C(C(=O)Nc2ccc(C(=O)O)cc2)C1c1cccs1. (5) Given the product COc1cc(C(=O)N(C)OC)ccc1-n1cnc(C)c1, predict the reactants needed to synthesize it. The reactants are: CNOC.COc1cc(C(=O)O)ccc1-n1cnc(C)c1. (6) Given the product C[C@@H]1CCCN(C(=O)c2cc(F)ccc2-n2nccn2)[C@@H]1CNc1ccc(C(F)(F)F)nn1, predict the reactants needed to synthesize it. The reactants are: C[C@@H]1CCCN(C(=O)c2cc(F)ccc2-n2nccn2)[C@@H]1CN.FC(F)(F)c1ccc(Cl)nn1. (7) Given the product CCOC(=O)C(C#N)=C1C[C@@H](C)[C@H](C)C1, predict the reactants needed to synthesize it. The reactants are: CCOC(=O)CC#N.C[C@@H]1CC(=O)C[C@H]1C. (8) Given the product O=C(O)COc1ccc(Cl)cc1C#Cc1ccc2c(c1)S(=O)(=O)CC2, predict the reactants needed to synthesize it. The reactants are: CC(C)(C)OC(=O)COc1ccc(Cl)cc1C#Cc1ccc2c(c1)S(=O)(=O)CC2. (9) Given the product COC(=O)c1cnc2c(c1)c(C1CCCCC1)c(-c1ccccc1)n2CC(=O)OC(C)(C)C, predict the reactants needed to synthesize it. The reactants are: COC(=O)c1cnc2c(c1)c(C1CCCCC1)c(Br)n2CC(=O)OC(C)(C)C.OB(O)c1ccccc1. (10) Given the product CC(C)n1c(/C=C/[C@@H]2C[C@@H](O)CC(=O)O2)c(-c2ccc(F)cc2)c2ccccc21, predict the reactants needed to synthesize it. The reactants are: CC(C)n1c(/C=C/[C@@H](O)C[C@@H](O)CC(=O)O)c(-c2ccc(F)cc2)c2ccccc21.